This data is from Merck oncology drug combination screen with 23,052 pairs across 39 cell lines. The task is: Regression. Given two drug SMILES strings and cell line genomic features, predict the synergy score measuring deviation from expected non-interaction effect. (1) Drug 1: O=c1[nH]cc(F)c(=O)[nH]1. Drug 2: NC(=O)c1cccc2cn(-c3ccc(C4CCCNC4)cc3)nc12. Cell line: NCIH23. Synergy scores: synergy=-10.5. (2) Drug 1: CCC1(O)C(=O)OCc2c1cc1n(c2=O)Cc2cc3c(CN(C)C)c(O)ccc3nc2-1. Drug 2: CNC(=O)c1cc(Oc2ccc(NC(=O)Nc3ccc(Cl)c(C(F)(F)F)c3)cc2)ccn1. Cell line: A2780. Synergy scores: synergy=2.53. (3) Drug 1: C=CCn1c(=O)c2cnc(Nc3ccc(N4CCN(C)CC4)cc3)nc2n1-c1cccc(C(C)(C)O)n1. Drug 2: NC(=O)c1cccc2cn(-c3ccc(C4CCCNC4)cc3)nc12. Cell line: RKO. Synergy scores: synergy=17.6. (4) Drug 1: CN(C)C(=N)N=C(N)N. Drug 2: CS(=O)(=O)CCNCc1ccc(-c2ccc3ncnc(Nc4ccc(OCc5cccc(F)c5)c(Cl)c4)c3c2)o1. Cell line: OVCAR3. Synergy scores: synergy=11.2. (5) Drug 1: CN1C(=O)C=CC2(C)C3CCC4(C)C(NC(=O)OCC(F)(F)F)CCC4C3CCC12. Drug 2: N#Cc1ccc(Cn2cncc2CN2CCN(c3cccc(Cl)c3)C(=O)C2)cc1. Cell line: RKO. Synergy scores: synergy=5.40.